The task is: Predict the reactants needed to synthesize the given product.. This data is from Full USPTO retrosynthesis dataset with 1.9M reactions from patents (1976-2016). (1) Given the product [Cl:1][C:2]1[C:10]2[S:9][CH:8]=[N:7][C:6]=2[CH:5]=[CH:4][CH:3]=1, predict the reactants needed to synthesize it. The reactants are: [Cl:1][C:2]1[C:10]2[S:9][C:8](S)=[N:7][C:6]=2[CH:5]=[CH:4][CH:3]=1. (2) Given the product [CH:10]([C:8]1[C:9]([N+:19]([O-:21])=[O:20])=[C:4]([CH:1]([CH3:3])[CH3:2])[N:5]=[C:6]([OH:13])[N:7]=1)([CH3:12])[CH3:11], predict the reactants needed to synthesize it. The reactants are: [CH:1]([C:4]1[CH:9]=[C:8]([CH:10]([CH3:12])[CH3:11])[N:7]=[C:6]([OH:13])[N:5]=1)([CH3:3])[CH3:2].S(=O)(=O)(O)O.[N+:19]([O-])([OH:21])=[O:20].[OH-].[Na+]. (3) Given the product [C:1]([O:5][C:6](=[O:16])[C@H:7]([CH2:9][C:10]1[CH:15]=[CH:14][CH:13]=[CH:12][CH:11]=1)[NH:8][S:35]([C:32]1[CH:33]=[C:34]2[C:29]([C:28]([Cl:39])=[CH:27][N:26]=[C:25]2[Cl:24])=[CH:30][CH:31]=1)(=[O:37])=[O:36])([CH3:4])([CH3:2])[CH3:3], predict the reactants needed to synthesize it. The reactants are: [C:1]([O:5][C:6](=[O:16])[C@H:7]([CH2:9][C:10]1[CH:15]=[CH:14][CH:13]=[CH:12][CH:11]=1)[NH2:8])([CH3:4])([CH3:3])[CH3:2].CCN(CC)CC.[Cl:24][C:25]1[C:34]2[C:29](=[CH:30][CH:31]=[C:32]([S:35](Cl)(=[O:37])=[O:36])[CH:33]=2)[C:28]([Cl:39])=[CH:27][N:26]=1. (4) Given the product [C:5]([C:4]1[CH:3]=[C:2]([CH2:15][C:14](=[O:13])[CH3:16])[CH:9]=[CH:8][CH:7]=1)#[N:6], predict the reactants needed to synthesize it. The reactants are: Br[C:2]1[CH:3]=[C:4]([CH:7]=[CH:8][CH:9]=1)[C:5]#[N:6].C([O:13][C:14]([CH3:16])=[CH2:15])(=O)C. (5) The reactants are: [F:1][C:2]1[CH:3]=[C:4]([CH:40]=[CH:41][CH:42]=1)[CH2:5][N:6]1[CH:10]=[C:9]([C:11]2[C:19]3[C:14](=[N:15][CH:16]=[C:17]([C:20]4[CH:21]=[C:22]([N:26]5[CH2:31][CH2:30][N:29](C(OC(C)(C)C)=O)[CH2:28][CH2:27]5)[CH:23]=[CH:24][CH:25]=4)[CH:18]=3)[NH:13][CH:12]=2)[C:8]([CH3:39])=[N:7]1.Cl. Given the product [F:1][C:2]1[CH:3]=[C:4]([CH:40]=[CH:41][CH:42]=1)[CH2:5][N:6]1[CH:10]=[C:9]([C:11]2[C:19]3[C:14](=[N:15][CH:16]=[C:17]([C:20]4[CH:25]=[CH:24][CH:23]=[C:22]([N:26]5[CH2:31][CH2:30][NH:29][CH2:28][CH2:27]5)[CH:21]=4)[CH:18]=3)[NH:13][CH:12]=2)[C:8]([CH3:39])=[N:7]1, predict the reactants needed to synthesize it. (6) Given the product [Si:3]([O:20][CH2:21][CH2:22][O:23][CH2:24][C@H:25]([O:36][C:38]1[C:39]2[N:46]=[N:45][N:44]([C:47]3[CH:52]=[CH:51][CH:50]=[CH:49][C:48]=3[Cl:53])[C:40]=2[N:41]=[CH:42][N:43]=1)[C:26]([NH:28][C:29]1[CH:34]=[CH:33][C:32]([CH3:35])=[CH:31][N:30]=1)=[O:27])([C:16]([CH3:19])([CH3:18])[CH3:17])([C:10]1[CH:11]=[CH:12][CH:13]=[CH:14][CH:15]=1)[C:4]1[CH:5]=[CH:6][CH:7]=[CH:8][CH:9]=1, predict the reactants needed to synthesize it. The reactants are: [H-].[Na+].[Si:3]([O:20][CH2:21][CH2:22][O:23][CH2:24][C@H:25]([OH:36])[C:26]([NH:28][C:29]1[CH:34]=[CH:33][C:32]([CH3:35])=[CH:31][N:30]=1)=[O:27])([C:16]([CH3:19])([CH3:18])[CH3:17])([C:10]1[CH:15]=[CH:14][CH:13]=[CH:12][CH:11]=1)[C:4]1[CH:9]=[CH:8][CH:7]=[CH:6][CH:5]=1.Cl[C:38]1[C:39]2[N:46]=[N:45][N:44]([C:47]3[CH:52]=[CH:51][CH:50]=[CH:49][C:48]=3[Cl:53])[C:40]=2[N:41]=[CH:42][N:43]=1.C(O)(=O)CC(CC(O)=O)(C(O)=O)O.